This data is from Reaction yield outcomes from USPTO patents with 853,638 reactions. The task is: Predict the reaction yield, written as a fraction of the theoretical maximum amount of product (1.0 means a 100% yield; for example, 0.34 means a 34% yield). The reactants are C(C1N(C)C=C([C:10]2[CH:15]=[CH:14][N:13]=[C:12]3[N:16](OCC[Si](C)(C)C)[C:17](C)=[CH:18][C:11]=23)N=1)(C)(C)C.[C:28]([OH:34])([C:30]([F:33])([F:32])[F:31])=[O:29].CO.[NH4+].[OH-]. No catalyst specified. The product is [F:31][C:30]([F:33])([F:32])[C:28]([OH:34])=[O:29].[NH:16]1[C:12]2=[N:13][CH:14]=[CH:15][CH:10]=[C:11]2[CH:18]=[CH:17]1. The yield is 0.900.